From a dataset of Full USPTO retrosynthesis dataset with 1.9M reactions from patents (1976-2016). Predict the reactants needed to synthesize the given product. (1) Given the product [F:8][C:4]1[C:3]2[O:9][C:11](=[O:10])[NH:1][C:2]=2[CH:7]=[CH:6][CH:5]=1, predict the reactants needed to synthesize it. The reactants are: [NH2:1][C:2]1[CH:7]=[CH:6][CH:5]=[C:4]([F:8])[C:3]=1[OH:9].[O:10]1CCC[CH2:11]1. (2) Given the product [CH2:1]([O:3][C:4](=[O:28])[CH2:5][C:6]1[CH:11]=[CH:10][C:9]([O:12][CH3:13])=[C:8]([C:14]2[C:23]([CH2:24][N:25]([CH2:26][CH3:27])[C:46](=[O:47])[CH2:45][O:44][CH3:43])=[CH:22][C:21]3[C:16](=[CH:17][CH:18]=[CH:19][CH:20]=3)[N:15]=2)[CH:7]=1)[CH3:2], predict the reactants needed to synthesize it. The reactants are: [CH2:1]([O:3][C:4](=[O:28])[CH2:5][C:6]1[CH:11]=[CH:10][C:9]([O:12][CH3:13])=[C:8]([C:14]2[C:23]([CH2:24][NH:25][CH2:26][CH3:27])=[CH:22][C:21]3[C:16](=[CH:17][CH:18]=[CH:19][CH:20]=3)[N:15]=2)[CH:7]=1)[CH3:2].C1(N)C(F)=C(F)C(F)=C(N)C=1F.Cl.Cl.[CH3:43][O:44][CH2:45][C:46](Cl)=[O:47].